From a dataset of Forward reaction prediction with 1.9M reactions from USPTO patents (1976-2016). Predict the product of the given reaction. (1) Given the reactants [CH3:1][CH:2]([CH3:35])[CH2:3][C@H:4]([NH:19][C:20]([C@@H:22]1[CH2:27][CH2:26][CH2:25][CH2:24][N:23]1C(OC(C)(C)C)=O)=[O:21])/[CH:5]=[CH:6]/[C:7](=[O:18])[NH:8][C:9]1[S:10][C:11]([C:14]([F:17])([F:16])[F:15])=[N:12][N:13]=1.[OH:36][S:37]([OH:40])(=[O:39])=[O:38], predict the reaction product. The product is: [S:37]([OH:40])([OH:39])(=[O:38])=[O:36].[CH3:1][CH:2]([CH3:35])[CH2:3][C@H:4]([NH:19][C:20]([C@@H:22]1[CH2:27][CH2:26][CH2:25][CH2:24][NH:23]1)=[O:21])/[CH:5]=[CH:6]/[C:7](=[O:18])[NH:8][C:9]1[S:10][C:11]([C:14]([F:17])([F:15])[F:16])=[N:12][N:13]=1. (2) Given the reactants [F:1][C:2]([F:15])([F:14])[S:3]([N-:6][S:7]([C:10]([F:13])([F:12])[F:11])(=[O:9])=[O:8])(=[O:5])=[O:4].[OH:16][CH2:17][CH2:18][N+:19]([CH3:24])([CH3:23])[CH2:20][CH2:21][CH3:22].[CH3:25][Si:26]([CH3:33])([CH3:32])N[Si:26]([CH3:33])([CH3:32])[CH3:25].N, predict the reaction product. The product is: [F:13][C:10]([F:11])([F:12])[S:7]([N-:6][S:3]([C:2]([F:1])([F:14])[F:15])(=[O:4])=[O:5])(=[O:8])=[O:9].[CH3:25][Si:26]([CH3:33])([CH3:32])[O:16][CH2:17][CH2:18][N+:19]([CH3:24])([CH3:23])[CH2:20][CH2:21][CH3:22].